Dataset: Forward reaction prediction with 1.9M reactions from USPTO patents (1976-2016). Task: Predict the product of the given reaction. (1) Given the reactants [NH2:1][C:2]1([CH3:15])[CH2:7][CH2:6][N:5]([C:8]([O:10][C:11]([CH3:14])([CH3:13])[CH3:12])=[O:9])[CH2:4][CH2:3]1.Br[CH2:17][C:18]([NH:20][C:21]1[CH:26]=[CH:25][C:24]([O:27][C:28]2[CH:33]=[CH:32][CH:31]=[CH:30][CH:29]=2)=[CH:23][CH:22]=1)=[O:19].C(=O)([O-])[O-].[K+].[K+], predict the reaction product. The product is: [CH3:15][C:2]1([NH:1][CH2:17][C:18](=[O:19])[NH:20][C:21]2[CH:26]=[CH:25][C:24]([O:27][C:28]3[CH:29]=[CH:30][CH:31]=[CH:32][CH:33]=3)=[CH:23][CH:22]=2)[CH2:3][CH2:4][N:5]([C:8]([O:10][C:11]([CH3:14])([CH3:13])[CH3:12])=[O:9])[CH2:6][CH2:7]1. (2) The product is: [CH3:18][C:17]1[CH:19]=[CH:20][C:14]([S:11]([O:10][C@H:9]2[CH2:8][NH:7][C@@H:6]3[C@@H:2]([OH:1])[CH2:3][O:4][C@H:5]23)(=[O:13])=[O:12])=[CH:15][CH:16]=1. Given the reactants [OH:1][C@@H:2]1[C@H:6]2[N:7](C(OCC3C=CC=CC=3)=O)[CH2:8][C@H:9]([O:10][S:11]([C:14]3[CH:20]=[CH:19][C:17]([CH3:18])=[CH:16][CH:15]=3)(=[O:13])=[O:12])[C@H:5]2[O:4][CH2:3]1.[H][H], predict the reaction product.